This data is from HIV replication inhibition screening data with 41,000+ compounds from the AIDS Antiviral Screen. The task is: Binary Classification. Given a drug SMILES string, predict its activity (active/inactive) in a high-throughput screening assay against a specified biological target. (1) The molecule is CCSc1[nH]c(N=C(NC(=O)c2ccccc2)NC(C)C)c(C(N)=O)c1C(N)=O. The result is 0 (inactive). (2) The compound is CC1=C(C(=O)NC(CC(C)C)C(=O)O)N2C(=O)C(NC(=O)C(N)Cc3ccccc3)C2SC1. The result is 0 (inactive).